Dataset: NCI-60 drug combinations with 297,098 pairs across 59 cell lines. Task: Regression. Given two drug SMILES strings and cell line genomic features, predict the synergy score measuring deviation from expected non-interaction effect. Drug 1: CCC1(CC2CC(C3=C(CCN(C2)C1)C4=CC=CC=C4N3)(C5=C(C=C6C(=C5)C78CCN9C7C(C=CC9)(C(C(C8N6C=O)(C(=O)OC)O)OC(=O)C)CC)OC)C(=O)OC)O.OS(=O)(=O)O. Drug 2: CC(C)NC(=O)C1=CC=C(C=C1)CNNC.Cl. Cell line: SW-620. Synergy scores: CSS=40.2, Synergy_ZIP=1.20, Synergy_Bliss=1.56, Synergy_Loewe=-26.6, Synergy_HSA=0.691.